This data is from Forward reaction prediction with 1.9M reactions from USPTO patents (1976-2016). The task is: Predict the product of the given reaction. (1) The product is: [F:1][C:2]1[CH:29]=[CH:28][C:5]([CH2:6][NH:7][CH2:8][C:10]2[CH:11]=[C:12]([CH2:13][OH:14])[CH:17]=[C:18]([O:20][C:21]3[CH:26]=[CH:25][C:24]([F:27])=[CH:23][CH:22]=3)[CH:19]=2)=[CH:4][CH:3]=1.[C:37]([OH:43])([C:39]([F:42])([F:41])[F:40])=[O:38]. Given the reactants [F:1][C:2]1[CH:29]=[CH:28][C:5]([CH2:6][NH:7][C:8]([C:10]2[CH:11]=[C:12]([CH:17]=[C:18]([O:20][C:21]3[CH:26]=[CH:25][C:24]([F:27])=[CH:23][CH:22]=3)[CH:19]=2)[C:13](OC)=[O:14])=O)=[CH:4][CH:3]=1.B.[H-].[H-].[H-].[H-].[Li+].[Al+3].[C:37]([OH:43])([C:39]([F:42])([F:41])[F:40])=[O:38], predict the reaction product. (2) The product is: [ClH:16].[Cl:16][C:13]1[CH:14]=[CH:15][C:10]([C@@H:9]2[O:8][CH2:7][CH2:6][NH:5][CH2:4][C@H:3]2[CH2:2][NH:1][C:33](=[O:34])[CH2:32][N:27]2[CH:28]=[CH:29][CH:30]=[CH:31][C:26]2=[O:25])=[CH:11][C:12]=1[F:17]. Given the reactants [NH2:1][CH2:2][C@H:3]1[C@H:9]([C:10]2[CH:15]=[CH:14][C:13]([Cl:16])=[C:12]([F:17])[CH:11]=2)[O:8][CH2:7][CH2:6][N:5](C(OC(C)(C)C)=O)[CH2:4]1.[O:25]=[C:26]1[CH:31]=[CH:30][CH:29]=[CH:28][N:27]1[CH2:32][C:33](O)=[O:34], predict the reaction product.